From a dataset of Serine/threonine kinase 33 screen with 319,792 compounds. Binary Classification. Given a drug SMILES string, predict its activity (active/inactive) in a high-throughput screening assay against a specified biological target. (1) The compound is O=C(N1CC(CCC1)C)Cn1nc(nn1)c1ccc(N(C)C)cc1. The result is 0 (inactive). (2) The molecule is o1c(C(=O)NCCNc2ccc([N+]([O-])=O)cc2)ccc1. The result is 0 (inactive). (3) The compound is Clc1cc2nccc(NN\C(=C3\C=CC(=O)C=C3)C)c2cc1. The result is 1 (active). (4) The drug is O1CCC(CC1)(c1ccc(OC)cc1)C(=O)NCCCC. The result is 0 (inactive). (5) The molecule is S(=O)(=O)(N1CCN(CC1)c1ccc(OC)cc1)c1ccc(OC)cc1. The result is 0 (inactive).